This data is from Full USPTO retrosynthesis dataset with 1.9M reactions from patents (1976-2016). The task is: Predict the reactants needed to synthesize the given product. (1) Given the product [CH3:1][O:2][C:3](=[O:27])[CH2:4][N:5]1[C:13]2[C:8](=[CH:9][C:10]([F:14])=[CH:11][CH:12]=2)[C:7]([CH2:15][C:16]2[CH:21]=[CH:20][CH:19]=[CH:18][C:17]=2[S:22](=[O:24])(=[O:23])[N:29]([CH3:28])[C:30]2[CH:35]=[CH:34][CH:33]=[CH:32][CH:31]=2)=[C:6]1[CH3:26], predict the reactants needed to synthesize it. The reactants are: [CH3:1][O:2][C:3](=[O:27])[CH2:4][N:5]1[C:13]2[C:8](=[CH:9][C:10]([F:14])=[CH:11][CH:12]=2)[C:7]([CH2:15][C:16]2[CH:21]=[CH:20][CH:19]=[CH:18][C:17]=2[S:22](Cl)(=[O:24])=[O:23])=[C:6]1[CH3:26].[CH3:28][NH:29][C:30]1[CH:35]=[CH:34][CH:33]=[CH:32][CH:31]=1. (2) Given the product [Br:3][C:4]1[C:12]2[N:11]([S:15]([C:18]3[CH:24]=[CH:23][C:21]([CH3:22])=[CH:20][CH:19]=3)(=[O:17])=[O:16])[CH:10]=[CH:9][C:8]=2[C:7]([C:13]#[N:14])=[CH:6][CH:5]=1, predict the reactants needed to synthesize it. The reactants are: [H-].[Na+].[Br:3][C:4]1[C:12]2[NH:11][CH:10]=[CH:9][C:8]=2[C:7]([C:13]#[N:14])=[CH:6][CH:5]=1.[S:15](Cl)([C:18]1[CH:24]=[CH:23][C:21]([CH3:22])=[CH:20][CH:19]=1)(=[O:17])=[O:16]. (3) Given the product [CH2:16]([O:1][C:2]1[CH:3]=[C:4]([CH2:8][C:9]([OH:11])=[O:10])[CH:5]=[CH:6][CH:7]=1)[CH:15]=[CH2:14], predict the reactants needed to synthesize it. The reactants are: [OH:1][C:2]1[CH:3]=[C:4]([CH2:8][C:9]([OH:11])=[O:10])[CH:5]=[CH:6][CH:7]=1.[H-].[Na+].[CH2:14](Br)[CH:15]=[CH2:16]. (4) Given the product [O:18]=[S:2]1(=[O:1])[CH2:6][CH2:5][CH2:4][N:3]1[C:7]1[N:8]=[CH:9][C:10]([C:11]([N:31]2[CH2:32][CH2:33][N:28]([C:21]3[C:20]([CH3:19])=[CH:25][C:24]([CH3:26])=[C:23]([CH3:27])[N:22]=3)[CH2:29][CH2:30]2)=[O:13])=[CH:16][CH:17]=1, predict the reactants needed to synthesize it. The reactants are: [O:1]=[S:2]1(=[O:18])[CH2:6][CH2:5][CH2:4][N:3]1[C:7]1[CH:17]=[CH:16][C:10]([C:11]([O:13]CC)=O)=[CH:9][N:8]=1.[CH3:19][C:20]1[C:21]([N:28]2[CH2:33][CH2:32][NH:31][CH2:30][CH2:29]2)=[N:22][C:23]([CH3:27])=[C:24]([CH3:26])[CH:25]=1. (5) Given the product [CH3:22][C:21]1[CH:20]=[CH:19][CH:18]=[C:17]([CH3:23])[C:16]=1[S:15][C:13]1[CH:12]=[CH:11][N:10]=[C:9]([NH:7][C:4]2[S:5][CH:6]=[C:2]([CH3:1])[N:3]=2)[CH:14]=1, predict the reactants needed to synthesize it. The reactants are: [CH3:1][C:2]1[N:3]=[C:4]([NH2:7])[S:5][CH:6]=1.Cl[C:9]1[CH:14]=[C:13]([S:15][C:16]2[C:21]([CH3:22])=[CH:20][CH:19]=[CH:18][C:17]=2[CH3:23])[CH:12]=[CH:11][N:10]=1.P([O-])([O-])([O-])=O.[K+].[K+].[K+].C1(P(C2C=CC=CC=2)C2C3OC4C(=CC=CC=4P(C4C=CC=CC=4)C4C=CC=CC=4)C(C)(C)C=3C=CC=2)C=CC=CC=1. (6) Given the product [N:1]1([CH2:7][CH2:8][CH2:9][NH:10][C:12]2[N:13]=[N+:14]([O-:26])[C:15]3[CH:25]=[C:24]4[C:19]([CH2:20][CH2:21][CH2:22][CH2:23]4)=[CH:18][C:16]=3[N:17]=2)[CH2:6][CH2:5][O:4][CH2:3][CH2:2]1, predict the reactants needed to synthesize it. The reactants are: [N:1]1([CH2:7][CH2:8][CH2:9][NH2:10])[CH2:6][CH2:5][O:4][CH2:3][CH2:2]1.Cl[C:12]1[N:13]=[N+:14]([O-:26])[C:15]2[CH:25]=[C:24]3[C:19]([CH2:20][CH2:21][CH2:22][CH2:23]3)=[CH:18][C:16]=2[N:17]=1. (7) Given the product [C:10]([NH:1][C@H:2]([C:7]([OH:9])=[O:8])[C:3]([CH3:6])([CH3:5])[CH3:4])(=[O:12])[CH3:11], predict the reactants needed to synthesize it. The reactants are: [NH2:1][C@H:2]([C:7]([OH:9])=[O:8])[C:3]([CH3:6])([CH3:5])[CH3:4].[C:10](OC(=O)C)(=[O:12])[CH3:11]. (8) Given the product [O:1]1[C:5]2[CH:6]=[CH:7][CH:8]=[CH:9][C:4]=2[C:3]([CH2:10][N:11]2[C:17](=[O:18])[C@@H:16]([NH:19][C:20](=[O:32])[C@@H:21]([N:23]([C:24]([O:25][C:26]([CH3:28])([CH3:29])[CH3:27])=[O:30])[CH3:31])[CH3:22])[CH2:15][N:14]([C:80]([C:82]3[CH:91]=[CH:90][C:85]([C:86]([O:88][CH3:89])=[O:87])=[CH:84][CH:83]=3)=[O:81])[C:13]3[CH:33]=[CH:34][CH:35]=[CH:36][C:12]2=3)=[N:2]1, predict the reactants needed to synthesize it. The reactants are: [O:1]1[C:5]2[CH:6]=[CH:7][CH:8]=[CH:9][C:4]=2[C:3]([CH2:10][N:11]2[C:17](=[O:18])[C@@H:16]([NH:19][C:20](=[O:32])[C@@H:21]([N:23]([CH3:31])[C:24](=[O:30])[O:25][C:26]([CH3:29])([CH3:28])[CH3:27])[CH3:22])[CH2:15][NH:14][C:13]3[CH:33]=[CH:34][CH:35]=[CH:36][C:12]2=3)=[N:2]1.O1C2C=CC=CC=2C(CN2C[C@H](NC(=O)[C@@H](N(C)C(=O)OC(C)(C)C)C)C(=O)NC3C=CC=CC2=3)=N1.N1C=CC=CC=1.Cl[C:80]([C:82]1[CH:91]=[CH:90][C:85]([C:86]([O:88][CH3:89])=[O:87])=[CH:84][CH:83]=1)=[O:81]. (9) Given the product [C:55]([N:57]1[CH2:46][CH2:47][CH2:48][C@@H:49]1[CH2:44][O:1][C:2]1[CH:14]=[CH:13][C:12]2[C:11]3[C:6](=[CH:7][C:8]([O:15][CH2:29][C@H:25]4[CH2:26][CH2:27][CH2:28][N:24]4[C:17]([O:19][C:20]([CH3:21])([CH3:22])[CH3:23])=[O:18])=[CH:9][CH:10]=3)[C:5](=[O:16])[C:4]=2[CH:3]=1)([O:54][C:51]([CH3:53])([CH3:52])[CH3:50])=[O:56], predict the reactants needed to synthesize it. The reactants are: [OH:1][C:2]1[CH:14]=[CH:13][C:12]2[C:11]3[C:6](=[CH:7][C:8]([OH:15])=[CH:9][CH:10]=3)[C:5](=[O:16])[C:4]=2[CH:3]=1.[C:17]([N:24]1[CH2:28][CH2:27][CH2:26][C@@H:25]1[CH2:29]O)([O:19][C:20]([CH3:23])([CH3:22])[CH3:21])=[O:18].[C:48]1(P([C:44]2[CH:49]=[CH:48][CH:47]=[CH:46]C=2)[C:48]2[CH:49]=[CH:44]C=[CH:46][CH:47]=2)[CH:49]=[CH:44]C=[CH:46][CH:47]=1.[CH3:50][C:51]([O:54][C:55](/[N:57]=[N:57]/[C:55]([O:54][C:51]([CH3:53])([CH3:52])[CH3:50])=[O:56])=[O:56])([CH3:53])[CH3:52].